This data is from Reaction yield outcomes from USPTO patents with 853,638 reactions. The task is: Predict the reaction yield, written as a fraction of the theoretical maximum amount of product (1.0 means a 100% yield; for example, 0.34 means a 34% yield). (1) The reactants are Cl[C:2]1[CH:7]=[C:6]([O:8][C:9]2[CH:10]=[N:11][C:12]([N+:15]([O-:17])=[O:16])=[CH:13][CH:14]=2)[CH:5]=[CH:4][N:3]=1.[CH3:18][N:19]1[CH:23]=[C:22](B2OC(C)(C)C(C)(C)O2)[CH:21]=[N:20]1.C([O-])([O-])=O.[Cs+].[Cs+]. The catalyst is CN(C=O)C.C1C=CC([P]([Pd]([P](C2C=CC=CC=2)(C2C=CC=CC=2)C2C=CC=CC=2)([P](C2C=CC=CC=2)(C2C=CC=CC=2)C2C=CC=CC=2)[P](C2C=CC=CC=2)(C2C=CC=CC=2)C2C=CC=CC=2)(C2C=CC=CC=2)C2C=CC=CC=2)=CC=1. The product is [CH3:18][N:19]1[CH:23]=[C:22]([C:2]2[CH:7]=[C:6]([O:8][C:9]3[CH:10]=[N:11][C:12]([N+:15]([O-:17])=[O:16])=[CH:13][CH:14]=3)[CH:5]=[CH:4][N:3]=2)[CH:21]=[N:20]1. The yield is 0.720. (2) The reactants are [F:1][C:2]([F:25])([F:24])[C:3]1[CH:4]=[C:5]([NH:13][C:14](=[O:23])[C:15]2[CH:20]=[C:19](I)[CH:18]=[CH:17][C:16]=2[OH:22])[CH:6]=[C:7]([C:9]([F:12])([F:11])[F:10])[CH:8]=1.[CH2:26]=[CH:27][C:28]1[CH:33]=[CH:32][CH:31]=[CH:30][CH:29]=1.C1(C)C=CC=CC=1P(C1C=CC=CC=1C)C1C=CC=CC=1C.C(NC(C)C)(C)C. The catalyst is C([O-])(=O)C.[Pd+2].C([O-])(=O)C.O.CN(C)C=O. The product is [F:1][C:2]([F:25])([F:24])[C:3]1[CH:4]=[C:5]([NH:13][C:14](=[O:23])[C:15]2[CH:20]=[C:19]([CH:26]=[CH:27][C:28]3[CH:33]=[CH:32][CH:31]=[CH:30][CH:29]=3)[CH:18]=[CH:17][C:16]=2[OH:22])[CH:6]=[C:7]([C:9]([F:12])([F:11])[F:10])[CH:8]=1. The yield is 0.383. (3) The reactants are [C:1]1([CH:7]([NH:11][C:12]2[CH:17]=[CH:16][CH:15]=[CH:14][CH:13]=2)[C:8]([OH:10])=[O:9])[CH:6]=[CH:5][CH:4]=[CH:3][CH:2]=1.C1CCC(N=[C:25]=[N:26][CH:27]2[CH2:32][CH2:31][CH2:30][CH2:29][CH2:28]2)CC1.C1C=CC2N(O)N=NC=2C=1.CN1CCCC(O)CC1. The catalyst is C1COCC1. The product is [CH3:25][N:26]1[CH2:27][CH2:32][CH2:31][CH:30]([O:9][C:8](=[O:10])[CH:7]([C:1]2[CH:2]=[CH:3][CH:4]=[CH:5][CH:6]=2)[NH:11][C:12]2[CH:17]=[CH:16][CH:15]=[CH:14][CH:13]=2)[CH2:29][CH2:28]1. The yield is 0.200.